Dataset: Full USPTO retrosynthesis dataset with 1.9M reactions from patents (1976-2016). Task: Predict the reactants needed to synthesize the given product. Given the product [OH:2][CH2:3][C:4]1[CH:5]=[CH:6][C:7]([S:10]([NH2:11])(=[O:12])=[O:13])=[CH:8][CH:9]=1, predict the reactants needed to synthesize it. The reactants are: C[O:2][C:3](=O)[C:4]1[CH:9]=[CH:8][C:7]([S:10](=[O:13])(=[O:12])[NH2:11])=[CH:6][CH:5]=1.[BH4-].[Li+].